This data is from Forward reaction prediction with 1.9M reactions from USPTO patents (1976-2016). The task is: Predict the product of the given reaction. (1) Given the reactants [Br:1][C:2]1[C:7]([N:8]2C(=O)C3C(=CC=CC=3)C2=O)=[N:6][CH:5]=[C:4]2[NH:19][CH:20]=[CH:21][C:3]=12.[C:22]([CH:26]1[CH2:31][CH:30]([CH2:32][CH2:33]OS(C)(=O)=O)[CH2:29][CH2:28][N:27]1[C:39]([NH2:41])=[O:40])([CH3:25])([CH3:24])[CH3:23].C(=O)([O-])[O-].[Cs+].[Cs+].O.NN, predict the reaction product. The product is: [C:22]([CH:26]1[CH2:31][CH:30]([CH2:32][CH2:33][N:19]2[C:4]3=[CH:5][N:6]=[C:7]([NH2:8])[C:2]([Br:1])=[C:3]3[CH:21]=[CH:20]2)[CH2:29][CH2:28][N:27]1[C:39]([NH2:41])=[O:40])([CH3:23])([CH3:24])[CH3:25]. (2) Given the reactants C([O:5][C:6](=[O:40])[CH2:7][O:8][C:9]1[CH:14]=[CH:13][C:12]([CH2:15][NH:16][C:17]2[CH:18]=[C:19]3[C:24](=[CH:25][CH:26]=2)[N:23]=[CH:22][C:21]([C:27]#[N:28])=[C:20]3[NH:29][C:30]2[CH:35]=[CH:34][C:33]([F:36])=[C:32]([Cl:37])[CH:31]=2)=[CH:11][C:10]=1[C:38]#[N:39])(C)(C)C.O.O.O.O.O.O.O.[Cl-].[Ce+3].[Cl-].[Cl-].[I-].[K+], predict the reaction product. The product is: [Cl:37][C:32]1[CH:31]=[C:30]([NH:29][C:20]2[C:19]3[C:24](=[CH:25][CH:26]=[C:17]([NH:16][CH2:15][C:12]4[CH:13]=[CH:14][C:9]([O:8][CH2:7][C:6]([OH:40])=[O:5])=[C:10]([C:38]#[N:39])[CH:11]=4)[CH:18]=3)[N:23]=[CH:22][C:21]=2[C:27]#[N:28])[CH:35]=[CH:34][C:33]=1[F:36]. (3) Given the reactants C(OC([NH:8][CH2:9][CH2:10][CH2:11][CH2:12][O:13][C:14]1[CH:23]=[CH:22][CH:21]=[C:20]([OH:24])[C:15]=1[C:16]([O:18][CH3:19])=[O:17])=O)(C)(C)C.[F:25][C:26]([F:31])([F:30])[C:27]([OH:29])=[O:28].ClCCl, predict the reaction product. The product is: [NH2:8][CH2:9][CH2:10][CH2:11][CH2:12][O:13][C:14]1[CH:23]=[CH:22][CH:21]=[C:20]([OH:24])[C:15]=1[C:16]([O:18][CH3:19])=[O:17].[F:25][C:26]([F:31])([F:30])[C:27]([OH:29])=[O:28]. (4) The product is: [Br:17][C:12]1[C:13]([CH3:15])=[CH:14][C:9]([O:8][Si:5]([C:1]([CH3:4])([CH3:3])[CH3:2])([CH3:7])[CH3:6])=[CH:10][C:11]=1[F:16].[Br:17][C:14]1[C:13]([CH3:15])=[CH:12][C:11]([F:16])=[CH:10][C:9]=1[O:8][Si:5]([C:1]([CH3:4])([CH3:3])[CH3:2])([CH3:7])[CH3:6]. Given the reactants [C:1]([Si:5]([O:8][C:9]1[CH:14]=[C:13]([CH3:15])[CH:12]=[C:11]([F:16])[CH:10]=1)([CH3:7])[CH3:6])([CH3:4])([CH3:3])[CH3:2].[Br:17]N1C(=O)CCC1=O.C(OCC)(=O)C.O, predict the reaction product. (5) Given the reactants Br[C:2]1[C:11]2[C:6](=[CH:7][C:8]([C:12]3[CH:17]=[CH:16][CH:15]=[C:14]([OH:18])[CH:13]=3)=[CH:9][CH:10]=2)[CH:5]=[CH:4][C:3]=1[OH:19].CC1(C)C(C)(C)OB([C:28]2[CH:29]=[C:30]([NH:34][C:35](=[O:37])[CH3:36])[CH:31]=[CH:32][CH:33]=2)O1, predict the reaction product. The product is: [OH:19][C:3]1[CH:4]=[CH:5][C:6]2[C:11](=[CH:10][CH:9]=[C:8]([C:12]3[CH:17]=[CH:16][CH:15]=[C:14]([OH:18])[CH:13]=3)[CH:7]=2)[C:2]=1[C:28]1[CH:29]=[C:30]([NH:34][C:35](=[O:37])[CH3:36])[CH:31]=[CH:32][CH:33]=1.